This data is from Full USPTO retrosynthesis dataset with 1.9M reactions from patents (1976-2016). The task is: Predict the reactants needed to synthesize the given product. (1) Given the product [C:11]([O:15][C:16](=[O:29])[N:17]([C:19]1[CH:24]=[C:23]([O:10][C:6]2[CH:7]=[CH:8][CH:9]=[C:4]([Br:3])[CH:5]=2)[CH:22]=[CH:21][C:20]=1[N+:26]([O-:28])=[O:27])[CH3:18])([CH3:14])([CH3:12])[CH3:13], predict the reactants needed to synthesize it. The reactants are: [H-].[Na+].[Br:3][C:4]1[CH:5]=[C:6]([OH:10])[CH:7]=[CH:8][CH:9]=1.[C:11]([O:15][C:16](=[O:29])[N:17]([C:19]1[CH:24]=[C:23](Cl)[CH:22]=[CH:21][C:20]=1[N+:26]([O-:28])=[O:27])[CH3:18])([CH3:14])([CH3:13])[CH3:12]. (2) Given the product [C:12]([NH:11][CH:4]([P:5]([O:9][CH3:10])([O:7][CH3:8])=[O:6])[C:3]([O:2][CH3:1])=[O:22])(=[O:13])[CH3:23], predict the reactants needed to synthesize it. The reactants are: [CH3:1][O:2][C:3](=[O:22])[CH:4]([NH:11][C:12](OCC1C=CC=CC=1)=[O:13])[P:5]([O:9][CH3:10])([O:7][CH3:8])=[O:6].[CH3:23]C(OC(C)=O)=O. (3) Given the product [Cl:30][C:31]1[CH:32]=[C:33]2[C:38](=[CH:39][CH:40]=1)[N:37]([C@H:41]1[CH2:51][CH2:52][N:44]([C:45]3[CH:50]=[CH:49][CH:48]=[CH:47][CH:46]=3)[C:42]1=[O:43])[CH2:36][CH2:35][CH2:34]2, predict the reactants needed to synthesize it. The reactants are: N(C(OC(C)(C)C)=O)=NC(OC(C)(C)C)=O.C(P(CCCC)CCCC)CCC.[Cl:30][C:31]1[CH:32]=[C:33]2[C:38](=[CH:39][CH:40]=1)[N:37]([C@@H:41]([CH2:51][CH2:52]O)[C:42]([NH:44][C:45]1[CH:50]=[CH:49][CH:48]=[CH:47][CH:46]=1)=[O:43])[CH2:36][CH2:35][CH2:34]2. (4) Given the product [CH2:1]([O:8][C@@H:9]1[C@@H:14]([O:15][CH2:16][C:17]2[CH:22]=[CH:21][CH:20]=[CH:19][CH:18]=2)[C@@H:13]([O:23][CH2:24][C:25]2[CH:30]=[CH:29][CH:28]=[CH:27][CH:26]=2)[C@@H:12]([CH2:31][O:32][CH2:33][C:34]2[CH:39]=[CH:38][CH:37]=[CH:36][CH:35]=2)[O:11][C@:10]21[C:47]1[CH:46]=[C:45]3[C:48]([CH2:55][C:56]4[CH:61]=[CH:60][C:59]([CH2:62][CH3:63])=[CH:58][CH:57]=4)=[C:49]([Cl:67])[S:50][C:44]3=[CH:43][C:42]=1[CH2:41][O:40]2)[C:2]1[CH:7]=[CH:6][CH:5]=[CH:4][CH:3]=1, predict the reactants needed to synthesize it. The reactants are: [CH2:1]([O:8][C@@H:9]1[C@@H:14]([O:15][CH2:16][C:17]2[CH:22]=[CH:21][CH:20]=[CH:19][CH:18]=2)[C@@H:13]([O:23][CH2:24][C:25]2[CH:30]=[CH:29][CH:28]=[CH:27][CH:26]=2)[C@@H:12]([CH2:31][O:32][CH2:33][C:34]2[CH:39]=[CH:38][CH:37]=[CH:36][CH:35]=2)[O:11][C@:10]21[C:47]1[CH:46]=[C:45]3[C:48]([CH2:55][C:56]4[CH:61]=[CH:60][C:59]([CH2:62][CH3:63])=[CH:58][CH:57]=4)=[C:49]([Si](C)(C)C)[S:50][C:44]3=[CH:43][C:42]=1[CH2:41][O:40]2)[C:2]1[CH:7]=[CH:6][CH:5]=[CH:4][CH:3]=1.S(Cl)([Cl:67])(=O)=O.C(=O)([O-])O.[Na+]. (5) Given the product [F:1][C:2]1[C:10]([I:11])=[C:9]([CH3:12])[CH:8]=[CH:7][C:3]=1[C:4]([NH:29][C:25]1[CH:26]=[CH:27][CH:28]=[C:23]([O:22][CH:19]([CH3:21])[CH3:20])[CH:24]=1)=[O:6], predict the reactants needed to synthesize it. The reactants are: [F:1][C:2]1[C:10]([I:11])=[C:9]([CH3:12])[CH:8]=[CH:7][C:3]=1[C:4]([OH:6])=O.C(Cl)(=O)C(Cl)=O.[CH:19]([O:22][C:23]1[CH:24]=[C:25]([NH2:29])[CH:26]=[CH:27][CH:28]=1)([CH3:21])[CH3:20].C(N(CC)CC)C.